From a dataset of CYP2C9 inhibition data for predicting drug metabolism from PubChem BioAssay. Regression/Classification. Given a drug SMILES string, predict its absorption, distribution, metabolism, or excretion properties. Task type varies by dataset: regression for continuous measurements (e.g., permeability, clearance, half-life) or binary classification for categorical outcomes (e.g., BBB penetration, CYP inhibition). Dataset: cyp2c9_veith. (1) The compound is Cc1ccc(-c2ccc(CCC(=O)O)o2)cc1. The result is 0 (non-inhibitor). (2) The result is 1 (inhibitor). The drug is O=C(O)CC(c1cccc2ccccc12)n1cccc1. (3) The drug is Cc1cccc(C)c1-n1nnnc1C(C)(C)N=Cc1ccc(Cl)cc1Cl. The result is 1 (inhibitor). (4) The compound is CCn1cc(C(=O)NCC2CCCO2)c(=O)c2cc(F)c(N3CCN(C)CC3)cc21. The result is 0 (non-inhibitor). (5) The drug is CCCCS(=O)(=O)NC1=NCN(Cc2ccco2)CN1. The result is 0 (non-inhibitor). (6) The compound is COc1ccccc1CN1CCC2(CC1)CCN(C(=O)c1cccn1C)CC2. The result is 0 (non-inhibitor). (7) The compound is COc1ccc(/C=C(/C#N)C(=O)Nc2cc(C)ccc2C)cc1C(=O)O. The result is 0 (non-inhibitor). (8) The drug is CC(C)(C)n1nc2c(c1NC(=O)c1ccc(S(=O)(=O)N3CCCCC3)cc1)CS(=O)C2. The result is 0 (non-inhibitor).